Dataset: Forward reaction prediction with 1.9M reactions from USPTO patents (1976-2016). Task: Predict the product of the given reaction. (1) The product is: [ClH:25].[ClH:25].[CH2:26]([N:28]([CH2:35][CH3:36])[CH:29]1[CH2:34][CH2:33][N:23]([C:22]([O:21][C:15]2[CH:16]=[C:17]([F:20])[CH:18]=[CH:19][C:14]=2/[CH:13]=[C:9]2\[C:10](=[O:12])[N:11]=[C:7]([N:1]3[CH2:6][CH2:5][CH2:4][CH2:3][NH:2]3)[S:8]\2)=[O:24])[CH2:31][CH2:30]1)[CH3:27]. Given the reactants [N:1]1([C:7]2[S:8]/[C:9](=[CH:13]\[C:14]3[CH:19]=[CH:18][C:17]([F:20])=[CH:16][C:15]=3[OH:21])/[C:10](=[O:12])[N:11]=2)[CH2:6][CH2:5][CH2:4][CH2:3][NH:2]1.[C:22]([Cl:25])(=[O:24])[NH2:23].[CH2:26]([N:28]([CH2:35][CH3:36])[CH:29]1[CH2:34][CH2:33]N[CH2:31][CH2:30]1)[CH3:27], predict the reaction product. (2) Given the reactants C1([C@@H]([N:9]2[C@@H:14]([C:15]([O:17][CH2:18][CH3:19])=[O:16])[C@H:13]3[CH2:20][CH2:21][C@@H:10]2[CH:11]=[CH:12]3)C)C=CC=CC=1, predict the reaction product. The product is: [CH:10]12[CH2:11][CH2:12][CH:13]([CH2:20][CH2:21]1)[C@H:14]([C:15]([O:17][CH2:18][CH3:19])=[O:16])[NH:9]2. (3) Given the reactants C([O:5][NH:6][C:7]([C:9]1[C:14]([NH:15][C:16]2[CH:21]=[CH:20][C:19]([Br:22])=[CH:18][C:17]=2[F:23])=[C:13]([F:24])[C:12](=[O:25])[N:11]([CH3:26])[CH:10]=1)=[O:8])(C)(C)C.C(O)(C(F)(F)F)=O, predict the reaction product. The product is: [OH:5][NH:6][C:7]([C:9]1[C:14]([NH:15][C:16]2[CH:21]=[CH:20][C:19]([Br:22])=[CH:18][C:17]=2[F:23])=[C:13]([F:24])[C:12](=[O:25])[N:11]([CH3:26])[CH:10]=1)=[O:8]. (4) Given the reactants [C:1]([O:5][C:6]([N:8]1[CH2:13][CH2:12][NH:11][CH2:10][CH2:9]1)=[O:7])([CH3:4])([CH3:3])[CH3:2].C(O[C:17]1(O[Si](C)(C)C)[CH2:19][CH2:18]1)C.[BH3-]C#N.[Na+].[OH-].[Na+], predict the reaction product. The product is: [CH:17]1([N:11]2[CH2:12][CH2:13][N:8]([C:6]([O:5][C:1]([CH3:4])([CH3:2])[CH3:3])=[O:7])[CH2:9][CH2:10]2)[CH2:19][CH2:18]1. (5) Given the reactants [O:1]=[C:2]1[CH2:7][O:6][C:5]2[CH:8]=[CH:9][C:10]([C:12]([OH:14])=O)=[N:11][C:4]=2[NH:3]1.CO[C:17]([C@H:19]1[CH2:24][CH2:23][C@H:22]([NH2:25])[CH2:21][CH2:20]1)=O.[CH3:26][O:27][C:28]1[N:29]=[C:30]2[C:35](=[CH:36][CH:37]=1)[N:34]=[CH:33][C:32]([C:38]([OH:40])=[O:39])=[CH:31]2, predict the reaction product. The product is: [O:1]=[C:2]1[CH2:7][O:6][C:5]2[CH:8]=[CH:9][C:10]([C:12]([NH:25][C@H:22]3[CH2:23][CH2:24][C@H:19]([CH2:17][O:39][C:38]([C:32]4[CH:33]=[N:34][C:35]5[C:30]([CH:31]=4)=[N:29][C:28]([O:27][CH3:26])=[CH:37][CH:36]=5)=[O:40])[CH2:20][CH2:21]3)=[O:14])=[N:11][C:4]=2[NH:3]1. (6) Given the reactants [Cl:1][C:2]1[C:3]([N:27]([CH3:29])[CH3:28])=[CH:4][C:5]2[N:11]=[C:10]([C:12]3[CH:17]=[CH:16][CH:15]=[C:14]([C:18]4[S:19][CH:20]=[C:21]([CH2:23]Cl)[N:22]=4)[CH:13]=3)[CH2:9][C:8](=[O:25])[NH:7][C:6]=2[CH:26]=1.[NH:30]1[CH2:35][CH2:34][O:33][CH2:32][CH2:31]1.O, predict the reaction product. The product is: [Cl:1][C:2]1[C:3]([N:27]([CH3:28])[CH3:29])=[CH:4][C:5]2[N:11]=[C:10]([C:12]3[CH:17]=[CH:16][CH:15]=[C:14]([C:18]4[S:19][CH:20]=[C:21]([CH2:23][N:30]5[CH2:35][CH2:34][O:33][CH2:32][CH2:31]5)[N:22]=4)[CH:13]=3)[CH2:9][C:8](=[O:25])[NH:7][C:6]=2[CH:26]=1.